This data is from TCR-epitope binding with 47,182 pairs between 192 epitopes and 23,139 TCRs. The task is: Binary Classification. Given a T-cell receptor sequence (or CDR3 region) and an epitope sequence, predict whether binding occurs between them. (1) The epitope is YLNTLTLAV. The TCR CDR3 sequence is CAISGPLAGGNNEQFF. Result: 1 (the TCR binds to the epitope). (2) Result: 1 (the TCR binds to the epitope). The TCR CDR3 sequence is CASSVAPGLGEGTQYF. The epitope is PKYVKQNTLKLAT. (3) The epitope is KPLEFGATSAAL. The TCR CDR3 sequence is CASSPRGGSQETQYF. Result: 1 (the TCR binds to the epitope). (4) The epitope is RPRGEVRFL. The TCR CDR3 sequence is CASSPGGVIYEQYF. Result: 0 (the TCR does not bind to the epitope). (5) The epitope is ILGLPTQTV. The TCR CDR3 sequence is CSVESGRTDEQYF. Result: 0 (the TCR does not bind to the epitope). (6) The epitope is YYRRATRRIR. The TCR CDR3 sequence is CATSDRPGVAGGDTQYF. Result: 0 (the TCR does not bind to the epitope). (7) The epitope is LEPLVDLPI. The TCR CDR3 sequence is CSVEGLAPSSYNEQFF. Result: 1 (the TCR binds to the epitope).